This data is from Reaction yield outcomes from USPTO patents with 853,638 reactions. The task is: Predict the reaction yield, written as a fraction of the theoretical maximum amount of product (1.0 means a 100% yield; for example, 0.34 means a 34% yield). (1) The reactants are [CH2:1]([NH:8][C:9]1([C:12]2[CH:17]=[CH:16][C:15]([C:18]#[CH:19])=[CH:14][CH:13]=2)[CH2:11][CH2:10]1)[C:2]1[CH:7]=[CH:6][CH:5]=[CH:4][CH:3]=1.[CH2:20]([O:22][C:23](=[O:31])[C:24]1[CH:29]=[CH:28][C:27](I)=[CH:26][CH:25]=1)[CH3:21]. The catalyst is C(N(CC)CC)C.[Cu]I.Cl[Pd](Cl)([P](C1C=CC=CC=1)(C1C=CC=CC=1)C1C=CC=CC=1)[P](C1C=CC=CC=1)(C1C=CC=CC=1)C1C=CC=CC=1. The product is [CH2:1]([NH:8][C:9]1([C:12]2[CH:13]=[CH:14][C:15]([C:18]#[C:19][C:27]3[CH:28]=[CH:29][C:24]([C:23]([O:22][CH2:20][CH3:21])=[O:31])=[CH:25][CH:26]=3)=[CH:16][CH:17]=2)[CH2:11][CH2:10]1)[C:2]1[CH:3]=[CH:4][CH:5]=[CH:6][CH:7]=1. The yield is 0.900. (2) The reactants are [CH3:1][N:2]1[CH2:7][CH2:6][N:5]([C:8]2[CH:13]=[CH:12][N:11]=[CH:10][C:9]=2[N+:14]([O-])=O)[CH2:4][CH2:3]1. The catalyst is CO.[Pd]. The product is [CH3:1][N:2]1[CH2:3][CH2:4][N:5]([C:8]2[CH:13]=[CH:12][N:11]=[CH:10][C:9]=2[NH2:14])[CH2:6][CH2:7]1. The yield is 0.959. (3) The reactants are C(NC1C=CC(C2C=C3C(CN([C@@H](C(C)C)C(O)=O)C3=O)=CC=2)=CC=1)(=O)C1C=CC=CC=1.[CH3:33][CH:34]([CH3:70])[C@H:35]([N:40]1[CH2:48][C:47]2[C:42](=[CH:43][C:44]([C:49]3[CH:54]=[CH:53][C:52]([NH:55][C:56](=[O:68])[C:57]4[CH:62]=[CH:61][C:60]([O:63][C:64]([F:67])([F:66])[F:65])=[CH:59][CH:58]=4)=[CH:51][CH:50]=3)=[CH:45][CH:46]=2)[C:41]1=[O:69])[C:36]([O:38]C)=[O:37]. No catalyst specified. The product is [CH3:33][CH:34]([CH3:70])[C@H:35]([N:40]1[CH2:48][C:47]2[C:42](=[CH:43][C:44]([C:49]3[CH:50]=[CH:51][C:52]([NH:55][C:56](=[O:68])[C:57]4[CH:62]=[CH:61][C:60]([O:63][C:64]([F:67])([F:65])[F:66])=[CH:59][CH:58]=4)=[CH:53][CH:54]=3)=[CH:45][CH:46]=2)[C:41]1=[O:69])[C:36]([OH:38])=[O:37]. The yield is 0.840. (4) The reactants are [Br:1][C:2]1[CH:16]=[C:15](/[CH:17]=[CH:18]/[CH:19]([C:24]2[CH:29]=[C:28]([Cl:30])[C:27]([Cl:31])=[C:26]([Cl:32])[CH:25]=2)[C:20]([F:23])([F:22])[F:21])[CH:14]=[CH:13][C:3]=1[C:4]([NH:6][CH:7]1[CH2:12][CH2:11][NH:10][CH2:9][CH2:8]1)=[O:5].Cl[CH2:34][CH2:35][OH:36]. The catalyst is C1COCC1.C(OCC)(=O)C. The product is [Br:1][C:2]1[CH:16]=[C:15](/[CH:17]=[CH:18]/[CH:19]([C:24]2[CH:25]=[C:26]([Cl:32])[C:27]([Cl:31])=[C:28]([Cl:30])[CH:29]=2)[C:20]([F:23])([F:21])[F:22])[CH:14]=[CH:13][C:3]=1[C:4]([NH:6][CH:7]1[CH2:12][CH2:11][N:10]([CH2:34][CH2:35][OH:36])[CH2:9][CH2:8]1)=[O:5]. The yield is 0.340. (5) The reactants are [S:1]1[C:5]([CH2:6][O:7][C:8]([NH:10][C@H:11]([CH2:33][C:34]2[CH:39]=[CH:38][CH:37]=[CH:36][CH:35]=2)[CH2:12][NH:13][CH2:14][C@@H:15]([NH:23][C:24]([O:26][CH2:27][C:28]2[S:32][CH:31]=[N:30][CH:29]=2)=[O:25])[CH2:16][C:17]2[CH:22]=[CH:21][CH:20]=[CH:19][CH:18]=2)=[O:9])=[CH:4][N:3]=[CH:2]1.[CH3:40][CH:41]([CH3:44])[CH:42]=O.C(O)(=O)C.C(O[BH-](OC(=O)C)OC(=O)C)(=O)C.[Na+]. No catalyst specified. The product is [CH3:40][CH:41]([CH3:44])[CH2:42][N:13]([CH2:14][C@H:15]([NH:23][C:24]([O:26][CH2:27][C:28]1[S:32][CH:31]=[N:30][CH:29]=1)=[O:25])[CH2:16][C:17]1[CH:18]=[CH:19][CH:20]=[CH:21][CH:22]=1)[CH2:12][C@@H:11]([NH:10][C:8]([O:7][CH2:6][C:5]1[S:1][CH:2]=[N:3][CH:4]=1)=[O:9])[CH2:33][C:34]1[CH:39]=[CH:38][CH:37]=[CH:36][CH:35]=1. The yield is 0.520.